Dataset: Forward reaction prediction with 1.9M reactions from USPTO patents (1976-2016). Task: Predict the product of the given reaction. (1) Given the reactants C(N(CC)CC)C.Cl.[NH2:9][CH:10]([CH2:14][CH2:15][C:16]1[CH:21]=[CH:20][C:19]([C:22]2[S:23][C:24]3[C:29]([N:30]=2)=[CH:28][CH:27]=[C:26]([C:31]2([C:34]4[CH:39]=[CH:38][CH:37]=[CH:36][CH:35]=4)[CH2:33][CH2:32]2)[N:25]=3)=[C:18]([F:40])[CH:17]=1)[C:11]([OH:13])=[O:12].[CH3:41][C:42]([O:45][C:46](O[C:49]([O:51][C:52]([CH3:55])([CH3:54])[CH3:53])=[O:50])=[O:47])([CH3:44])[CH3:43].Cl, predict the reaction product. The product is: [C:42]([O:45][C:46]([NH:9][C@H:10]([CH2:14][CH2:15][C:16]1[CH:21]=[CH:20][C:19]([C:22]2[S:23][C:24]3[C:29]([N:30]=2)=[CH:28][CH:27]=[C:26]([C:31]2([C:34]4[CH:39]=[CH:38][CH:37]=[CH:36][CH:35]=4)[CH2:33][CH2:32]2)[N:25]=3)=[C:18]([F:40])[CH:17]=1)[C:11]([OH:13])=[O:12])=[O:47])([CH3:44])([CH3:43])[CH3:41].[C:52]([O:51][C:49]([NH:9][C@@H:10]([CH2:14][CH2:15][C:16]1[CH:21]=[CH:20][C:19]([C:22]2[S:23][C:24]3[C:29]([N:30]=2)=[CH:28][CH:27]=[C:26]([C:31]2([C:34]4[CH:39]=[CH:38][CH:37]=[CH:36][CH:35]=4)[CH2:33][CH2:32]2)[N:25]=3)=[C:18]([F:40])[CH:17]=1)[C:11]([OH:13])=[O:12])=[O:50])([CH3:53])([CH3:54])[CH3:55]. (2) The product is: [C:31]([C:28]1[CH:27]=[CH:26][C:25]([S:22]([NH:21][C:11]2[CH:12]=[C:13]3[C:8](=[CH:9][CH:10]=2)[NH:7][C:6]([C:4]([OH:5])=[O:3])=[C:14]3[C:15]2[CH:20]=[CH:19][N:18]=[CH:17][CH:16]=2)(=[O:24])=[O:23])=[CH:30][CH:29]=1)([CH3:34])([CH3:32])[CH3:33]. Given the reactants C([O:3][C:4]([C:6]1[NH:7][C:8]2[C:13]([C:14]=1[C:15]1[CH:20]=[CH:19][N:18]=[CH:17][CH:16]=1)=[CH:12][C:11]([NH:21][S:22]([C:25]1[CH:30]=[CH:29][C:28]([C:31]([CH3:34])([CH3:33])[CH3:32])=[CH:27][CH:26]=1)(=[O:24])=[O:23])=[CH:10][CH:9]=2)=[O:5])C.[OH-].[Na+], predict the reaction product. (3) The product is: [CH3:2][O:3][CH2:4][CH:5]1[CH2:14][CH2:13][C:8](=[O:9])[CH2:7][CH2:6]1. Given the reactants Cl.[CH3:2][O:3][CH2:4][CH:5]1[CH2:14][CH2:13][C:8]2(OCC[O:9]2)[CH2:7][CH2:6]1, predict the reaction product. (4) The product is: [F:28][CH:2]([F:1])[C:3]1[C:8]([C:9]([O:11][CH3:12])=[O:10])=[C:7]([CH2:13][CH:14]([CH3:15])[CH3:16])[C:6]([CH:17]([O:18][CH3:29])[C:19]2[S:23][N:22]=[CH:21][CH:20]=2)=[C:5]([C:24]([F:27])([F:26])[F:25])[N:4]=1. Given the reactants [F:1][CH:2]([F:28])[C:3]1[C:8]([C:9]([O:11][CH3:12])=[O:10])=[C:7]([CH2:13][CH:14]([CH3:16])[CH3:15])[C:6]([CH:17]([C:19]2[S:23][N:22]=[CH:21][CH:20]=2)[OH:18])=[C:5]([C:24]([F:27])([F:26])[F:25])[N:4]=1.[CH3:29]I, predict the reaction product. (5) Given the reactants [Cl:1][C:2]1[CH:3]=[N:4][CH:5]=[C:6]([Cl:27])[C:7]=1[CH2:8][C:9]([C:11]1[N:16]2[N:17]=[C:18]([C:20]3([CH2:23][OH:24])[CH2:22][CH2:21]3)[N:19]=[C:15]2[C:14]([O:25][CH3:26])=[CH:13][CH:12]=1)=[O:10].C([O-])(O)=O.[Na+].CC(OI1(OC(C)=O)(OC(C)=O)OC(=O)C2C=CC=CC1=2)=O.[O-]S([O-])(=S)=O.[Na+].[Na+], predict the reaction product. The product is: [Cl:1][C:2]1[CH:3]=[N:4][CH:5]=[C:6]([Cl:27])[C:7]=1[CH2:8][C:9]([C:11]1[N:16]2[N:17]=[C:18]([C:20]3([CH:23]=[O:24])[CH2:21][CH2:22]3)[N:19]=[C:15]2[C:14]([O:25][CH3:26])=[CH:13][CH:12]=1)=[O:10]. (6) Given the reactants C[CH:2]1[CH:7]([CH2:8]Br)[CH2:6][CH2:5][CH2:4][S:3]1(=[O:11])=[O:10].C1(O)C=CC=CC=1.[OH:19][C@@H:20]([C:31]1[CH:36]=[CH:35][CH:34]=[C:33]([OH:37])[CH:32]=1)[CH2:21][CH2:22][NH:23][C:24](=[O:30])[O:25][C:26]([CH3:29])([CH3:28])[CH3:27], predict the reaction product. The product is: [O:11]=[S:3]1(=[O:10])[CH2:4][CH2:5][CH2:6][CH:7]([CH2:8][O:37][C:33]2[CH:32]=[C:31]([C@H:20]([OH:19])[CH2:21][CH2:22][NH:23][C:24](=[O:30])[O:25][C:26]([CH3:27])([CH3:28])[CH3:29])[CH:36]=[CH:35][CH:34]=2)[CH2:2]1.